Predict the product of the given reaction. From a dataset of Forward reaction prediction with 1.9M reactions from USPTO patents (1976-2016). (1) Given the reactants [C:1](OC(=O)C)(=[O:3])[CH3:2].[CH3:8][S:9]([O:12][CH2:13][C@:14]([OH:49])([CH3:48])[C:15](=[O:47])[C@@H:16]([NH:24][C:25](=[O:46])[C@@H:26]([NH:30][C:31](=[O:45])[C@@H:32]([NH:36][C:37]([C:39]1[S:43][C:42]([CH3:44])=[N:41][CH:40]=1)=[O:38])[CH2:33][O:34][CH3:35])[CH2:27][O:28][CH3:29])[CH2:17][C:18]1[CH:23]=[CH:22][CH:21]=[CH:20][CH:19]=1)(=[O:11])=[O:10], predict the reaction product. The product is: [C:1]([O:49][C@@:14]([CH3:48])([C:15](=[O:47])[C@@H:16]([NH:24][C:25](=[O:46])[C@@H:26]([NH:30][C:31](=[O:45])[C@@H:32]([NH:36][C:37]([C:39]1[S:43][C:42]([CH3:44])=[N:41][CH:40]=1)=[O:38])[CH2:33][O:34][CH3:35])[CH2:27][O:28][CH3:29])[CH2:17][C:18]1[CH:23]=[CH:22][CH:21]=[CH:20][CH:19]=1)[CH2:13][O:12][S:9]([CH3:8])(=[O:10])=[O:11])(=[O:3])[CH3:2]. (2) Given the reactants Br[C:2]1[CH:11]=[CH:10][C:5]2[C:6]([CH3:9])=[N:7][O:8][C:4]=2[CH:3]=1.[S:12]1[CH:16]=[CH:15][N:14]=[C:13]1[NH:17][C:18](=[O:35])[C:19]1[CH:24]=[CH:23][C:22]([CH3:25])=[C:21](B2OC(C)(C)C(C)(C)O2)[CH:20]=1, predict the reaction product. The product is: [CH3:25][C:22]1[CH:21]=[CH:20][C:19]([C:18]([NH:17][C:13]2[S:12][CH:16]=[CH:15][N:14]=2)=[O:35])=[CH:24][C:23]=1[C:2]1[CH:11]=[CH:10][C:5]2[C:6]([CH3:9])=[N:7][O:8][C:4]=2[CH:3]=1.